From a dataset of Reaction yield outcomes from USPTO patents with 853,638 reactions. Predict the reaction yield, written as a fraction of the theoretical maximum amount of product (1.0 means a 100% yield; for example, 0.34 means a 34% yield). The reactants are [F:1][C:2]1[N:10]=[CH:9][CH:8]=[CH:7][C:3]=1[C:4]([OH:6])=O.[Si:11]([O:28][CH2:29][CH2:30][C:31]1[CH:37]=[CH:36][CH:35]=[CH:34][C:32]=1[NH2:33])([C:24]([CH3:27])([CH3:26])[CH3:25])([C:18]1[CH:23]=[CH:22][CH:21]=[CH:20][CH:19]=1)[C:12]1[CH:17]=[CH:16][CH:15]=[CH:14][CH:13]=1. The catalyst is S(Cl)(Cl)=O.C(Cl)Cl. The product is [Si:11]([O:28][CH2:29][CH2:30][C:31]1[CH:37]=[CH:36][CH:35]=[CH:34][C:32]=1[NH:33][C:4](=[O:6])[C:3]1[CH:7]=[CH:8][CH:9]=[N:10][C:2]=1[F:1])([C:24]([CH3:27])([CH3:25])[CH3:26])([C:18]1[CH:23]=[CH:22][CH:21]=[CH:20][CH:19]=1)[C:12]1[CH:13]=[CH:14][CH:15]=[CH:16][CH:17]=1. The yield is 0.720.